From a dataset of Full USPTO retrosynthesis dataset with 1.9M reactions from patents (1976-2016). Predict the reactants needed to synthesize the given product. (1) Given the product [CH2:1]([O:3][C:4](=[O:41])[C:5]1[CH:10]=[C:9]([C:11]2[CH2:15][CH2:14][CH2:13][C:12]=2[C:16]2[CH:21]=[C:20]([C:22]([F:25])([F:24])[F:23])[CH:19]=[CH:18][C:17]=2[O:26][CH2:27][C:28]2[CH:33]=[CH:32][CH:31]=[CH:30][CH:29]=2)[CH:8]=[C:7]([N:34]2[CH2:38][CH2:37][CH2:36][C:35]2=[O:40])[CH:6]=1)[CH3:2], predict the reactants needed to synthesize it. The reactants are: [CH2:1]([O:3][C:4](=[O:41])[C:5]1[CH:10]=[C:9]([C:11]2[CH2:15][CH2:14][CH2:13][C:12]=2[C:16]2[CH:21]=[C:20]([C:22]([F:25])([F:24])[F:23])[CH:19]=[CH:18][C:17]=2[O:26][CH2:27][C:28]2[CH:33]=[CH:32][CH:31]=[CH:30][CH:29]=2)[CH:8]=[C:7]([NH:34][C:35](=[O:40])[CH2:36][CH2:37][CH2:38]Cl)[CH:6]=1)[CH3:2].[H-].[Na+].O. (2) Given the product [C:1]([C:3]1[C:16](=[O:17])[C@@H:15]([CH3:18])[C@@H:6]2[CH2:7][CH2:8][C:9]3[CH:10]=[N:11][CH:12]=[N:13][C:14]=3[C@@:5]2([C:19]2[CH:20]=[CH:21][C:22]([C:23]([OH:25])=[O:24])=[CH:27][CH:28]=2)[CH:4]=1)#[N:2], predict the reactants needed to synthesize it. The reactants are: [C:1]([C:3]1[C:16](=[O:17])[C@@H:15]([CH3:18])[C@@H:6]2[CH2:7][CH2:8][C:9]3[CH:10]=[N:11][CH:12]=[N:13][C:14]=3[C@@:5]2([C:19]2[CH:28]=[CH:27][C:22]([C:23]([O:25]C)=[O:24])=[CH:21][CH:20]=2)[CH:4]=1)#[N:2].O.O.[OH-].[Li+].Cl. (3) Given the product [CH3:1][O:2][C:3]([C@@H:5]1[CH2:14][C:13]2[C:8](=[CH:9][C:10]([NH2:15])=[CH:11][CH:12]=2)[CH2:7][N:6]1[C:18]([O:20][C:21]([CH3:24])([CH3:23])[CH3:22])=[O:19])=[O:4], predict the reactants needed to synthesize it. The reactants are: [CH3:1][O:2][C:3]([C@@H:5]1[CH2:14][C:13]2[C:8](=[CH:9][C:10]([N+:15]([O-])=O)=[CH:11][CH:12]=2)[CH2:7][N:6]1[C:18]([O:20][C:21]([CH3:24])([CH3:23])[CH3:22])=[O:19])=[O:4]. (4) Given the product [CH3:1][C:5]1[CH2:6][C@H:7]2[C@@H:10]([C:11]=1[CH3:21])[C:9](=[CH:12][C:13]([O:15][C:16]([CH3:17])([CH3:18])[CH3:19])=[O:14])[CH2:8]2, predict the reactants needed to synthesize it. The reactants are: [CH2:1]([C:5]1[CH2:6][C@@H:7]2[C@H:10]([CH:11]=1)[C:9](=[CH:12][C:13]([O:15][C:16]([CH3:19])([CH3:18])[CH3:17])=[O:14])[CH2:8]2)CCC.O[C:21](C)(C(C)CC=C)CC(O)=O. (5) Given the product [F:1][C:2]1[CH:10]=[CH:9][C:8]([B:15]2[O:16][C:17]([CH3:19])([CH3:18])[C:13]([CH3:29])([CH3:12])[O:14]2)=[CH:7][C:3]=1[C:4]([OH:6])=[O:5], predict the reactants needed to synthesize it. The reactants are: [F:1][C:2]1[CH:10]=[CH:9][C:8](I)=[CH:7][C:3]=1[C:4]([OH:6])=[O:5].[CH3:12][C:13]1([CH3:29])[C:17]([CH3:19])([CH3:18])[O:16][B:15]([B:15]2[O:16][C:17]([CH3:19])([CH3:18])[C:13]([CH3:29])([CH3:12])[O:14]2)[O:14]1.CC([O-])=O.[K+].O. (6) Given the product [C:9]([C:8]1[CH:7]=[CH:6][C:4]([NH2:5])=[CH:3][C:2]=1[C:13]1[CH:18]=[CH:17][CH:16]=[CH:15][CH:14]=1)#[N:10], predict the reactants needed to synthesize it. The reactants are: Cl[C:2]1[CH:3]=[C:4]([CH:6]=[CH:7][C:8]=1[C:9]#[N:10])[NH2:5].[F-].[Cs+].[C:13]1(B(O)O)[CH:18]=[CH:17][CH:16]=[CH:15][CH:14]=1. (7) Given the product [Cl:1][C:2]1[C:7]([CH2:32][OH:35])=[CH:6][CH:5]=[CH:4][N:3]=1, predict the reactants needed to synthesize it. The reactants are: [Cl:1][C:2]1[C:7](NC)=[CH:6][CH:5]=[CH:4][N:3]=1.C(N(C(C)C)CC)(C)C.C(C1C=C([C:32](=[O:35])CBr)C=CC=1)C1C=CC=CC=1. (8) The reactants are: I.[NH2:2][NH:3][C:4]([NH:6][CH2:7][CH2:8][CH2:9][CH2:10][CH3:11])=[NH:5].[CH3:12][O:13][C:14]1[CH:15]=[C:16]2[C:20](=[CH:21][CH:22]=1)[NH:19][CH:18]=[C:17]2[CH:23]=O. Given the product [CH3:11][CH2:10][CH2:9][CH2:8][CH2:7][NH:6][C:4]([NH:3]/[N:2]=[CH:23]/[C:17]1[C:16]2[CH:15]=[C:14]([O:13][CH3:12])[CH:22]=[CH:21][C:20]=2[NH:19][CH:18]=1)=[NH:5], predict the reactants needed to synthesize it.